Predict which catalyst facilitates the given reaction. From a dataset of Catalyst prediction with 721,799 reactions and 888 catalyst types from USPTO. (1) Reactant: [C:1]([O:4][C@H:5]([CH3:22])[CH2:6][CH2:7][CH2:8][CH2:9][N:10]1[C:19](=[O:20])[C:18]2[NH:17][CH:16]=[N:15][C:14]=2[N:13]([CH3:21])[C:11]1=[O:12])(=[O:3])[CH3:2].C([O-])(=O)C.[Na+].[Br:28]Br. Product: [C:1]([O:4][C@H:5]([CH3:22])[CH2:6][CH2:7][CH2:8][CH2:9][N:10]1[C:19](=[O:20])[C:18]2[NH:17][C:16]([Br:28])=[N:15][C:14]=2[N:13]([CH3:21])[C:11]1=[O:12])(=[O:3])[CH3:2]. The catalyst class is: 15. (2) Reactant: [Si]([O:8][CH2:9][C:10]1[N:11]=[C:12]([C:15]2[CH:25]=[CH:24][C:18]([C:19]([N:21]([CH3:23])[CH3:22])=[O:20])=[CH:17][CH:16]=2)[S:13][CH:14]=1)(C(C)(C)C)(C)C.F.F.F.C(N(CC)CC)C. Product: [OH:8][CH2:9][C:10]1[N:11]=[C:12]([C:15]2[CH:16]=[CH:17][C:18]([C:19]([N:21]([CH3:22])[CH3:23])=[O:20])=[CH:24][CH:25]=2)[S:13][CH:14]=1. The catalyst class is: 7. (3) Reactant: C[O:2][C:3]([C:5]1[CH:10]=[C:9]([O:11][CH3:12])[C:8]([C:13]2[CH:18]=[CH:17][CH:16]=[CH:15][CH:14]=2)=[C:7]([O:19][CH3:20])[CH:6]=1)=[O:4].[OH-].[Na+]. Product: [CH3:20][O:19][C:7]1[CH:6]=[C:5]([C:3]([OH:4])=[O:2])[CH:10]=[C:9]([O:11][CH3:12])[C:8]=1[C:13]1[CH:18]=[CH:17][CH:16]=[CH:15][CH:14]=1. The catalyst class is: 1.